Dataset: Catalyst prediction with 721,799 reactions and 888 catalyst types from USPTO. Task: Predict which catalyst facilitates the given reaction. (1) Reactant: CC1C=CC(S(O)(=O)=O)=CC=1.[CH2:12]([C:15]1[C:20]2[C:21]([C:31]([O:33][CH3:34])=[O:32])=[C:22]([C:24]3[CH:29]=[CH:28][C:27]([F:30])=[CH:26][CH:25]=3)[O:23][C:19]=2[CH:18]=[CH:17][C:16]=1[OH:35])[CH:13]=[CH2:14].C(=O)([O-])[O-].[Na+].[Na+]. Product: [F:30][C:27]1[CH:28]=[CH:29][C:24]([C:22]2[O:23][C:19]3[CH:18]=[CH:17][C:16]4[O:35][CH:13]([CH3:14])[CH2:12][C:15]=4[C:20]=3[C:21]=2[C:31]([O:33][CH3:34])=[O:32])=[CH:25][CH:26]=1. The catalyst class is: 11. (2) Reactant: [NH2:1][C:2]1[CH:6]=[CH:5][S:4][C:3]=1[C:7]([O:9][CH3:10])=[O:8].[Br:11]Br. Product: [NH2:1][C:2]1[C:6]([Br:11])=[CH:5][S:4][C:3]=1[C:7]([O:9][CH3:10])=[O:8]. The catalyst class is: 15.